Dataset: Experimentally validated miRNA-target interactions with 360,000+ pairs, plus equal number of negative samples. Task: Binary Classification. Given a miRNA mature sequence and a target amino acid sequence, predict their likelihood of interaction. (1) The miRNA is hsa-miR-135b-3p with sequence AUGUAGGGCUAAAAGCCAUGGG. The protein sequence of the target gene is MDIPYYHYDHGGDSQYLPPGFRFHPTDEELITHYLLRKVLDGCFSSRAIAEVDLNKCEPWQLPGRAKMGEKEWYFFSLRDRKYPTGLRTNRATEAGYWKATGKDREIFSSKTCALVGMKKTLVFYKGRAPKGEKSNWVMHEYRLEGKFSYHFISRSSKDEWVISRVFQKTTLASTGAVSEGGGGGGATVSVSSGTGPSKKTKVPSTISRNYQEQPSSPSSVSLPPLLDPTTTLGYTDSSCSYDSRSTNTTVTASAITEHVSCFSTVPTTTTALGLDVNSFSRLPPPLGFDFDPFPRFVSR.... Result: 0 (no interaction). (2) The miRNA is hsa-miR-125b-5p with sequence UCCCUGAGACCCUAACUUGUGA. The protein sequence of the target gene is MELEGQWWRGQLAADIHQALRYKELKLPSYKGQSPQLSLRRYFADLIAIVSNRFTLCPSARHLAVYLLDLFMDRYDISIQQLHLVALSCLLLASKFEEKEDSVPKLEQLNSLGCMTNMNLVLTKQNLLHMELLLLETFQWNLCLPTAAHFIEYYLSEAVHETDLHDGWPMICLEKTKLYMAKYADYFLEVSLQVAAACVASSRIILRLSPTWPTRLHRLTAYSWDFLVQCIERLLIAHDNDVKEANKQRGQAGPQSAQLSVFQTASQPSRPVHFQQPQYLHQTHQTSLQYRHPTSEQPSC.... Result: 1 (interaction). (3) The miRNA is mmu-miR-3103-3p with sequence UAACCUCUGAUCCUUCCCACAG. The protein sequence of the target gene is MPSCTASTMPGMICKNPDLEFDSLQPCFYPDEDDFYFGGPDSTPPGEDIWKKFELLPTPPLSPSRAFPEHSPEPSNWATEMLLPEADLWGNPAEEDAFGLGGLGGLTPNPVILQDCMWSGFSAREKLERAVNEKLQHGHGPPGASSSCPAPGVGASSSGGRALGGSASAGRTGATLPTDLSHPAAECVDPAVVFPFPVNKRESASVPAAPTSAPATSAVVTSVSVPAVAPVAAPARGSGRPANSGEHKALSTSGEDTLSDSDDEDDEEEDEEEEIDVVTVEKRRSSSNNKAVTTFTITVR.... Result: 0 (no interaction). (4) The miRNA is hsa-miR-3651 with sequence CAUAGCCCGGUCGCUGGUACAUGA. The protein sequence of the target gene is MAEEVVVVAKFDYVAQQEQELDIKKNERLWLLDDSKSWWRVRNSMNKTGFVPSNYVERKNSARKASIVKNLKDTLGIGKVKRKPSVPDTASPADDSFVDPGERLYDLNMPAFVKFNYMAEREDELSLIKGTKVIVMEKCSDGWWRGSYNGQIGWFPSNYVTEEGDSPLGDHVGSLSEKLAAVVNNLNTGQVLHVVQALYPFSSSNDEELNFEKGDVMDVIEKPENDPEWWKCRKINGMVGLVPKNYVTIMQNNPLTSGLEPSPPQCDYIRPSLTGKFAGNPWYYGKVTRHQAEMALNERG.... Result: 0 (no interaction).